Dataset: Catalyst prediction with 721,799 reactions and 888 catalyst types from USPTO. Task: Predict which catalyst facilitates the given reaction. (1) Reactant: [CH2:1]([O:8][C:9]([N:11]1[CH2:15][CH2:14][CH2:13][C@H:12]1[C:16]([OH:18])=[O:17])=[O:10])[C:2]1[CH:7]=[CH:6][CH:5]=[CH:4][CH:3]=1.CN(C(ON1N=NC2[CH:30]=[CH:31][CH:32]=[N:33]C1=2)=[N+](C)C)C.F[P-](F)(F)(F)(F)F.CCN(C(C)C)C(C)C.[CH2:52]([O:59][C:60](=[O:73])[C:61]1[CH:66]=[CH:65][C:64]([C:67]2[N:68]=[C:69]([NH2:72])[S:70][CH:71]=2)=[N:63][CH:62]=1)[C:53]1[CH:58]=[CH:57][CH:56]=[CH:55][CH:54]=1. Product: [CH2:1]([O:8][C:9]([N:11]1[CH2:15][CH2:14][CH2:13][C@H:12]1[C:16](=[O:18])[NH:72][C:69]1[S:70][CH:71]=[C:67]([C:64]2[CH:65]=[CH:66][C:61]([C:60](=[O:73])[NH:33][CH:32]3[CH2:30][CH2:31]3)=[CH:62][N:63]=2)[N:68]=1)=[O:10])[C:2]1[CH:3]=[CH:4][CH:5]=[CH:6][CH:7]=1.[CH2:52]([O:59][C:60](=[O:73])[C:61]1[CH:66]=[CH:65][C:64]([C:67]2[N:68]=[C:69]([NH:72][C:16]([C@@H:12]3[CH2:13][CH2:14][CH2:15][N:11]3[C:9]([O:8][CH2:1][C:2]3[CH:7]=[CH:6][CH:5]=[CH:4][CH:3]=3)=[O:10])=[O:17])[S:70][CH:71]=2)=[N:63][CH:62]=1)[C:53]1[CH:54]=[CH:55][CH:56]=[CH:57][CH:58]=1. The catalyst class is: 3. (2) Reactant: [CH3:1][CH:2]([OH:9])[CH2:3][CH2:4][CH2:5][CH2:6][CH2:7][CH3:8].[O-]Cl.[Na+]. Product: [CH3:1][C:2](=[O:9])[CH2:3][CH2:4][CH2:5][CH2:6][CH2:7][CH3:8]. The catalyst class is: 11.